From a dataset of Reaction yield outcomes from USPTO patents with 853,638 reactions. Predict the reaction yield, written as a fraction of the theoretical maximum amount of product (1.0 means a 100% yield; for example, 0.34 means a 34% yield). (1) The reactants are [NH2:1][C:2]1[C:3]([Cl:16])=[CH:4][CH:5]=[C:6]2[C:10]=1[NH:9][C:8]([C:11]([O:13][CH2:14][CH3:15])=[O:12])=[CH:7]2.[S:17]1[CH:21]=[CH:20][CH:19]=[C:18]1[S:22](Cl)(=[O:24])=[O:23]. The catalyst is N1C=CC=CC=1. The product is [Cl:16][C:3]1[C:2]([NH:1][S:22]([C:18]2[S:17][CH:21]=[CH:20][CH:19]=2)(=[O:24])=[O:23])=[C:10]2[C:6]([CH:7]=[C:8]([C:11]([O:13][CH2:14][CH3:15])=[O:12])[NH:9]2)=[CH:5][CH:4]=1. The yield is 0.850. (2) The reactants are Cl.[CH3:2][N:3]1[C:7]2=[N:8][CH:9]=[C:10]([N+:16]([O-:18])=[O:17])[C:11]([C:12]([F:15])([F:14])[F:13])=[C:6]2[C:5]([C:19]2[CH2:20][CH2:21][NH:22][CH2:23][CH:24]=2)=[CH:4]1.[C:25](Cl)(=[O:29])[CH:26]([CH3:28])[CH3:27]. The catalyst is C(Cl)Cl. The product is [CH3:27][CH:26]([CH3:28])[C:25]([N:22]1[CH2:21][CH:20]=[C:19]([C:5]2[C:6]3[C:7](=[N:8][CH:9]=[C:10]([N+:16]([O-:18])=[O:17])[C:11]=3[C:12]([F:14])([F:13])[F:15])[N:3]([CH3:2])[CH:4]=2)[CH2:24][CH2:23]1)=[O:29]. The yield is 0.910. (3) The reactants are [CH3:1][C:2]1[NH:3][C:4]2[C:9]([C:10]=1[CH3:11])=[C:8](B1OC(C)(C)C(C)(C)O1)[CH:7]=[CH:6][C:5]=2[C:21]([NH2:23])=[O:22].Br[C:25]1[CH:26]=[C:27]([NH:31][S:32]([CH:35]=[CH2:36])(=[O:34])=[O:33])[CH:28]=[CH:29][CH:30]=1.C([O-])([O-])=O.[Cs+].[Cs+]. The catalyst is C1C=CC(P(C2C=CC=CC=2)[C-]2C=CC=C2)=CC=1.C1C=CC(P(C2C=CC=CC=2)[C-]2C=CC=C2)=CC=1.Cl[Pd]Cl.[Fe+2].C(Cl)Cl.C1COCC1.O. The product is [CH3:1][C:2]1[NH:3][C:4]2[C:9]([C:10]=1[CH3:11])=[C:8]([C:25]1[CH:30]=[CH:29][CH:28]=[C:27]([NH:31][S:32]([CH:35]=[CH2:36])(=[O:33])=[O:34])[CH:26]=1)[CH:7]=[CH:6][C:5]=2[C:21]([NH2:23])=[O:22]. The yield is 0.360. (4) The reactants are [NH2:1][C:2]1[C:10]2[C:5](=[N:6][CH:7]=[C:8]([Cl:25])[C:9]=2[N:11]2[CH2:16][CH2:15][CH2:14][C@@H:13]([NH:17][C:18](=[O:24])[O:19][C:20]([CH3:23])([CH3:22])[CH3:21])[CH2:12]2)[NH:4][CH:3]=1.[CH3:26][O:27][C@@H:28]([CH3:32])[C:29](O)=[O:30].C1N(P(Cl)(N2C(=O)OCC2)=O)C(=O)OC1.C(N(CC)CC)C.[Li+].[OH-]. The catalyst is CC#N.O.O.CN1C(=O)CCC1. The product is [Cl:25][C:8]1[C:9]([N:11]2[CH2:16][CH2:15][CH2:14][C@@H:13]([NH:17][C:18](=[O:24])[O:19][C:20]([CH3:21])([CH3:22])[CH3:23])[CH2:12]2)=[C:10]2[C:2]([NH:1][C:29](=[O:30])[C@@H:28]([O:27][CH3:26])[CH3:32])=[CH:3][NH:4][C:5]2=[N:6][CH:7]=1. The yield is 0.770. (5) The product is [CH2:33]([O:32][CH:4]([CH2:5][C:6]1[CH:11]=[CH:10][CH:9]=[C:8]([CH2:12][CH2:13][N:14]([CH2:25][CH2:26][CH2:27][CH2:28][CH2:29][CH2:30][CH3:31])[C:15]([NH:17][C:18]2[CH:23]=[CH:22][C:21]([CH3:24])=[CH:20][CH:19]=2)=[O:16])[CH:7]=1)[C:3]([OH:35])=[O:2])[CH3:34]. The catalyst is O1CCCC1. The reactants are C[O:2][C:3](=[O:35])[CH:4]([O:32][CH2:33][CH3:34])[CH2:5][C:6]1[CH:11]=[CH:10][CH:9]=[C:8]([CH2:12][CH2:13][N:14]([CH2:25][CH2:26][CH2:27][CH2:28][CH2:29][CH2:30][CH3:31])[C:15]([NH:17][C:18]2[CH:23]=[CH:22][C:21]([CH3:24])=[CH:20][CH:19]=2)=[O:16])[CH:7]=1.[Li+].[OH-]. The yield is 0.850. (6) The reactants are [CH2:1]([O:3][C:4]([C:6]1[CH2:10][C:9]([O-:11])=[C:8](C(OC)=O)[C:7]=1[CH2:16][CH3:17])=[O:5])[CH3:2].[Na+].[Cl-].[K+].CC(O)=O.C([O-])(O)=O.[Na+]. The catalyst is O.C1(C)C=CC=CC=1. The product is [CH2:16]([C:7]1[CH:6]([C:4]([O:3][CH2:1][CH3:2])=[O:5])[CH2:10][C:9](=[O:11])[CH:8]=1)[CH3:17]. The yield is 0.690. (7) The reactants are [NH2:1][C@@H:2]1[C@H:6]([NH:7][C:8]2[N:17]=[CH:16][C:15]3[C:10](=[CH:11][CH:12]=[C:13]([C:18]4[C:23]([Cl:24])=[C:22]([O:25][CH3:26])[CH:21]=[C:20]([O:27][CH3:28])[C:19]=4[Cl:29])[CH:14]=3)[N:9]=2)[CH2:5][C@H:4]([C:30]([N:32]([CH3:34])[CH3:33])=[O:31])[CH2:3]1.CCN(C(C)C)C(C)C.[C:44](Cl)(=[O:47])[CH:45]=[CH2:46]. The catalyst is C(Cl)Cl. The product is [C:44]([NH:1][C@@H:2]1[C@H:6]([NH:7][C:8]2[N:17]=[CH:16][C:15]3[C:10](=[CH:11][CH:12]=[C:13]([C:18]4[C:23]([Cl:24])=[C:22]([O:25][CH3:26])[CH:21]=[C:20]([O:27][CH3:28])[C:19]=4[Cl:29])[CH:14]=3)[N:9]=2)[CH2:5][C@H:4]([C:30]([N:32]([CH3:34])[CH3:33])=[O:31])[CH2:3]1)(=[O:47])[CH:45]=[CH2:46]. The yield is 0.524.